This data is from Full USPTO retrosynthesis dataset with 1.9M reactions from patents (1976-2016). The task is: Predict the reactants needed to synthesize the given product. (1) Given the product [Cl:1][C:2]1[CH:7]=[CH:6][C:5]2[C:8]3[CH:13]=[CH:12][CH:11]=[N:10][C:9]=3[C:14](=[O:17])[NH:15][C:4]=2[CH:3]=1, predict the reactants needed to synthesize it. The reactants are: [Cl:1][C:2]1[CH:7]=[CH:6][C:5]([C:8]2[C:9]([C:14]#[N:15])=[N:10][CH:11]=[CH:12][CH:13]=2)=[C:4](F)[CH:3]=1.[OH-:17].[K+].CO. (2) Given the product [N:19]1[CH:9]=[CH:10][CH:11]=[C:6]([CH:5]([N:12]2[CH:16]=[C:15]([NH2:17])[CH:14]=[N:13]2)[CH2:4][CH3:3])[CH:7]=1, predict the reactants needed to synthesize it. The reactants are: CN(C)[CH2:3][CH2:4][CH:5]([N:12]1[CH:16]=[C:15]([NH2:17])[CH:14]=[N:13]1)[C:6]1[CH:11]=[CH:10][CH:9]=C[CH:7]=1.[N:19]1C=CC=C(C(O)CC)C=1. (3) Given the product [C:2]([N+:6]([O-:7])=[CH:23][C:22]1[CH:21]=[CH:20][C:19]([S:16](=[O:18])(=[O:17])[NH:15][C:12]2[CH:13]=[CH:14][C:9]([F:8])=[CH:10][CH:11]=2)=[CH:26][CH:25]=1)([CH3:5])([CH3:4])[CH3:3], predict the reactants needed to synthesize it. The reactants are: Cl.[C:2]([NH:6][OH:7])([CH3:5])([CH3:4])[CH3:3].[F:8][C:9]1[CH:14]=[CH:13][C:12]([NH:15][S:16]([C:19]2[CH:26]=[CH:25][C:22]([CH:23]=O)=[CH:21][CH:20]=2)(=[O:18])=[O:17])=[CH:11][CH:10]=1.